This data is from Peptide-MHC class II binding affinity with 134,281 pairs from IEDB. The task is: Regression. Given a peptide amino acid sequence and an MHC pseudo amino acid sequence, predict their binding affinity value. This is MHC class II binding data. The peptide sequence is YKDVDKPPFSGMTGC. The MHC is DRB1_0101 with pseudo-sequence DRB1_0101. The binding affinity (normalized) is 0.207.